This data is from Forward reaction prediction with 1.9M reactions from USPTO patents (1976-2016). The task is: Predict the product of the given reaction. Given the reactants O[C:2]1[C:11]2[N:10]([CH3:12])[C:9](=[O:13])[CH:8]=[CH:7][C:6]=2[N:5]=[CH:4][C:3]=1[C:14]([O:16][CH3:17])=[O:15].OC1C2N(C)C(=O)C=CC=2N=CC=1C(OCC)=O.P(Br)(Br)[Br:37], predict the reaction product. The product is: [Br:37][C:2]1[C:11]2[N:10]([CH3:12])[C:9](=[O:13])[CH:8]=[CH:7][C:6]=2[N:5]=[CH:4][C:3]=1[C:14]([O:16][CH3:17])=[O:15].